This data is from Reaction yield outcomes from USPTO patents with 853,638 reactions. The task is: Predict the reaction yield, written as a fraction of the theoretical maximum amount of product (1.0 means a 100% yield; for example, 0.34 means a 34% yield). (1) The reactants are Br[C:2]1[CH:11]=[CH:10][C:5]2[NH:6][C:7](=[O:9])[NH:8][C:4]=2[CH:3]=1.[CH2:12]1[C:21]2[C:16](=[CH:17][CH:18]=[CH:19][CH:20]=2)[CH2:15][CH2:14][N:13]1[CH2:22][CH:23]([OH:41])[CH2:24][O:25][C:26]1[CH:31]=[CH:30][CH:29]=[C:28](B2OC(C)(C)C(C)(C)O2)[CH:27]=1.C([O-])([O-])=O.[K+].[K+]. The catalyst is O.O1CCOCC1.C1C=CC(P(C2C=CC=CC=2)[C-]2C=CC=C2)=CC=1.C1C=CC(P(C2C=CC=CC=2)[C-]2C=CC=C2)=CC=1.Cl[Pd]Cl.[Fe+2]. The product is [CH2:12]1[C:21]2[C:16](=[CH:17][CH:18]=[CH:19][CH:20]=2)[CH2:15][CH2:14][N:13]1[CH2:22][CH:23]([OH:41])[CH2:24][O:25][C:26]1[CH:27]=[C:28]([C:2]2[CH:11]=[CH:10][C:5]3[NH:6][C:7](=[O:9])[NH:8][C:4]=3[CH:3]=2)[CH:29]=[CH:30][CH:31]=1. The yield is 0.365. (2) The reactants are [Cl:1][C:2]1[C:3]([O:12][C:13]2[CH:18]=[C:17]([O:19][CH:20]([CH3:22])[CH3:21])[CH:16]=[CH:15][C:14]=2[CH2:23][CH2:24][CH2:25][OH:26])=[N:4][CH:5]=[C:6]([C:8]([F:11])([F:10])[F:9])[CH:7]=1.Cl[S:28]([N:31]=[C:32]=[O:33])(=[O:30])=[O:29].[NH2:34][CH2:35][CH2:36][O:37][CH:38]([CH3:40])[CH3:39].Cl. The catalyst is C(#N)C.N1C=CC=CC=1. The product is [CH:38]([O:37][CH2:36][CH2:35][NH:34][S:28]([NH:31][C:32](=[O:33])[O:26][CH2:25][CH2:24][CH2:23][C:14]1[CH:15]=[CH:16][C:17]([O:19][CH:20]([CH3:21])[CH3:22])=[CH:18][C:13]=1[O:12][C:3]1[C:2]([Cl:1])=[CH:7][C:6]([C:8]([F:11])([F:10])[F:9])=[CH:5][N:4]=1)(=[O:30])=[O:29])([CH3:40])[CH3:39]. The yield is 0.510. (3) The reactants are C[O:2][C:3](=[O:34])[CH2:4][C:5]1[C:14]([CH3:15])=[C:13]([CH:16]2[CH2:21][CH2:20][N:19]([S:22]([CH2:25][C:26]3[CH:31]=[CH:30][CH:29]=[CH:28][C:27]=3[NH2:32])(=[O:24])=[O:23])[CH2:18][CH2:17]2)[C:12]2[C:7](=[CH:8][CH:9]=[C:10]([F:33])[CH:11]=2)[CH:6]=1.O.[OH-].[Li+]. The catalyst is C1COCC1.O. The product is [NH2:32][C:27]1[CH:28]=[CH:29][CH:30]=[CH:31][C:26]=1[CH2:25][S:22]([N:19]1[CH2:20][CH2:21][CH:16]([C:13]2[C:12]3[C:7](=[CH:8][CH:9]=[C:10]([F:33])[CH:11]=3)[CH:6]=[C:5]([CH2:4][C:3]([OH:34])=[O:2])[C:14]=2[CH3:15])[CH2:17][CH2:18]1)(=[O:24])=[O:23]. The yield is 0.920. (4) The reactants are [C:1]([C:3]1[C:4]([N:10]=[CH:11][N:12](C)C)=[N:5][C:6]([CH3:9])=[CH:7][CH:8]=1)#[N:2].N[C:16]1[CH:21]=[C:20]([N+:22]([O-:24])=[O:23])[CH:19]=[CH:18][C:17]=1[S:25][C:26]1[CH:31]=[CH:30][C:29]([OH:32])=[CH:28][CH:27]=1. The catalyst is C(O)(=O)C. The product is [CH3:9][C:6]1[CH:7]=[CH:8][C:3]2[C:1]([NH:2][C:18]3[CH:19]=[C:20]([N+:22]([O-:24])=[O:23])[CH:21]=[CH:16][C:17]=3[S:25][C:26]3[CH:31]=[CH:30][C:29]([OH:32])=[CH:28][CH:27]=3)=[N:12][CH:11]=[N:10][C:4]=2[N:5]=1. The yield is 0.890. (5) The product is [C:15]([C:14]1[CH:13]=[CH:12][CH:11]=[C:10]([CH:19]([C:21]2[CH:26]=[CH:25][CH:24]=[C:23]([C:27]3[CH:32]=[CH:31][CH:30]=[CH:29][N:28]=3)[CH:22]=2)[CH3:20])[C:9]=1[OH:8])([CH3:16])([CH3:17])[CH3:18]. The reactants are C([O:8][C:9]1[C:14]([C:15]([CH3:18])([CH3:17])[CH3:16])=[CH:13][CH:12]=[CH:11][C:10]=1[C:19]([C:21]1[CH:22]=[C:23]([C:27]2[CH:32]=[CH:31][CH:30]=[CH:29][N:28]=2)[CH:24]=[CH:25][CH:26]=1)=[CH2:20])C1C=CC=CC=1. The catalyst is CO.C(OCC)(=O)C.[Pd]. The yield is 0.850.